This data is from Full USPTO retrosynthesis dataset with 1.9M reactions from patents (1976-2016). The task is: Predict the reactants needed to synthesize the given product. (1) Given the product [CH2:1]([O:3][C:4](=[O:16])[CH2:5][CH2:6][C:7]1[CH:12]=[CH:11][C:10]([OH:13])=[CH:9][C:8]=1[F:15])[CH3:2], predict the reactants needed to synthesize it. The reactants are: [CH2:1]([O:3][C:4](=[O:16])[CH2:5][CH2:6][C:7]1[CH:12]=[CH:11][C:10]([O:13]C)=[CH:9][C:8]=1[F:15])[CH3:2].B(Br)(Br)Br.CO. (2) Given the product [BrH:1].[CH:6]1[C:7]2[C:12](=[CH:11][CH:10]=[CH:9][CH:8]=2)[CH:13]=[CH:14][C:5]=1[C:3]1[N:17]2[CH2:18][CH2:19][N:15]=[C:16]2[S:20][CH:2]=1, predict the reactants needed to synthesize it. The reactants are: [Br:1][CH2:2][C:3]([C:5]1[CH:14]=[CH:13][C:12]2[C:7](=[CH:8][CH:9]=[CH:10][CH:11]=2)[CH:6]=1)=O.[NH:15]1[CH2:19][CH2:18][NH:17][C:16]1=[S:20].CC(O)=O. (3) Given the product [CH3:23]/[C:19](/[CH2:18][CH2:17]/[CH:16]=[C:15](\[CH3:24])/[CH2:14][CH2:13][CH:12]=[C:11]([CH3:25])[CH3:10])=[CH:20]\[CH2:21][NH:9][C@@H:7]([C:1]1[CH:6]=[CH:5][CH:4]=[CH:3][CH:2]=1)[CH3:8], predict the reactants needed to synthesize it. The reactants are: [C:1]1([C@H:7]([NH2:9])[CH3:8])[CH:6]=[CH:5][CH:4]=[CH:3][CH:2]=1.[CH3:10][C:11]([CH3:25])=[CH:12][CH2:13][CH2:14]/[C:15](/[CH3:24])=[CH:16]/[CH2:17][CH2:18]/[C:19](/[CH3:23])=[CH:20]/[CH:21]=O.[BH4-].[Na+].